From a dataset of Full USPTO retrosynthesis dataset with 1.9M reactions from patents (1976-2016). Predict the reactants needed to synthesize the given product. (1) Given the product [N:15]([CH2:35][C:32]1[S:33][CH:34]=[C:30]([CH3:29])[N:31]=1)=[N+:16]=[N-:17], predict the reactants needed to synthesize it. The reactants are: C1(P([N:15]=[N+:16]=[N-:17])(C2C=CC=CC=2)=O)C=CC=CC=1.N12CCCN=C1CCCCC2.[CH3:29][C:30]1[N:31]=[C:32]([CH2:35]O)[S:33][CH:34]=1. (2) Given the product [C:35]([N:31]1[CH2:32][C@@H:33]([OH:34])[C@H:29]([NH:28][C:26]([C:22]2[C:18]3=[N:19][CH:20]=[CH:21][C:16]([C:8]4[CH:9]=[C:10]([O:14][CH3:15])[C:11]([F:13])=[CH:12][C:7]=4[O:6][CH2:5][CH:2]4[CH2:4][CH2:3]4)=[C:17]3[NH:24][C:23]=2[CH3:25])=[O:27])[CH2:30]1)(=[O:37])[CH3:36], predict the reactants needed to synthesize it. The reactants are: Cl.[CH:2]1([CH2:5][O:6][C:7]2[CH:12]=[C:11]([F:13])[C:10]([O:14][CH3:15])=[CH:9][C:8]=2[C:16]2[CH:21]=[CH:20][N:19]=[C:18]3[C:22]([C:26]([NH:28][C@H:29]4[C@H:33]([OH:34])[CH2:32][NH:31][CH2:30]4)=[O:27])=[C:23]([CH3:25])[NH:24][C:17]=23)[CH2:4][CH2:3]1.[C:35](Cl)(=[O:37])[CH3:36]. (3) Given the product [CH3:11][O:10][C:1](=[O:9])[C:2]1[CH:8]=[CH:7][CH:6]=[CH:5][C:3]=1[NH:4][C:23](=[O:24])[CH:22]([Cl:21])[CH3:26], predict the reactants needed to synthesize it. The reactants are: [C:1]([O:10][CH3:11])(=[O:9])[C:2]1[C:3](=[CH:5][CH:6]=[CH:7][CH:8]=1)[NH2:4].CCN(C(C)C)C(C)C.[Cl:21][CH:22]([CH3:26])[C:23](Cl)=[O:24].C([O-])(O)=O.[Na+]. (4) Given the product [Br:5][C:6]1[CH:11]=[C:10]([CH:9]=[CH:8][C:7]=1[CH:15]([CH3:17])[CH3:16])[NH2:12], predict the reactants needed to synthesize it. The reactants are: [S-2].[Na+].[Na+].[S].[Br:5][C:6]1[CH:11]=[C:10]([N+:12]([O-])=O)[CH:9]=[CH:8][C:7]=1[CH:15]([CH3:17])[CH3:16]. (5) Given the product [S:8]([OH:11])([OH:10])(=[O:9])=[O:7].[C:12]1([CH3:23])[CH:17]=[CH:16][CH:15]=[CH:14][C:13]=1[C:18]1[N:19]=[N:20][NH:21][CH:22]=1, predict the reactants needed to synthesize it. The reactants are: C([O-])([O-])=O.[Na+].[Na+].[OH:7][S:8]([OH:11])(=[O:10])=[O:9].[C:12]1([CH3:23])[CH:17]=[CH:16][CH:15]=[CH:14][C:13]=1[C:18]1[N:19]=[N:20][NH:21][CH:22]=1. (6) Given the product [Cl:39][C:40]1[C:41]([C:50]([F:52])([F:51])[F:53])=[N:42][N:43]([CH2:46][C:47]([N:35]2[CH2:36][CH2:37][N:32]([C:29]3[CH:28]=[CH:27][C:26]([Cl:25])=[CH:31][CH:30]=3)[CH2:33][C@H:34]2[CH3:38])=[O:48])[C:44]=1[CH3:45], predict the reactants needed to synthesize it. The reactants are: CN(C(ON1N=NC2C=CC=NC1=2)=[N+](C)C)C.F[P-](F)(F)(F)(F)F.[Cl:25][C:26]1[CH:31]=[CH:30][C:29]([N:32]2[CH2:37][CH2:36][NH:35][C@H:34]([CH3:38])[CH2:33]2)=[CH:28][CH:27]=1.[Cl:39][C:40]1[C:41]([C:50]([F:53])([F:52])[F:51])=[N:42][N:43]([CH2:46][C:47](O)=[O:48])[C:44]=1[CH3:45].